This data is from Catalyst prediction with 721,799 reactions and 888 catalyst types from USPTO. The task is: Predict which catalyst facilitates the given reaction. (1) Reactant: [CH3:1][O:2][C:3]([C:5]1[N:6]([S:13]([CH3:16])(=[O:15])=[O:14])[CH:7]=[C:8]([C:10]([OH:12])=O)[CH:9]=1)=[O:4].C(Cl)(=O)C(Cl)=O.[F:23][C:24]1[C:29]([F:30])=[CH:28][CH:27]=[CH:26][C:25]=1[NH2:31].C(N(CC)CC)C.Cl. Product: [CH3:1][O:2][C:3]([C:5]1[N:6]([S:13]([CH3:16])(=[O:15])=[O:14])[CH:7]=[C:8]([C:10](=[O:12])[NH:31][C:25]2[CH:26]=[CH:27][CH:28]=[C:29]([F:30])[C:24]=2[F:23])[CH:9]=1)=[O:4]. The catalyst class is: 59. (2) Reactant: Cl[C:2]1[CH:3]=[CH:4][N:5]2[C:10]([C:11]=1[CH3:12])=[C:9]([CH:13]1[CH2:15][CH2:14]1)[CH:8]=[C:7]([C:16]([O:18][CH2:19][CH3:20])=[O:17])[C:6]2=[O:21].[CH3:22][C:23]1[CH:28]=[CH:27][C:26](B(O)O)=[CH:25][CH:24]=1.C([O-])([O-])=O.[Na+].[Na+]. Product: [CH3:22][C:23]1[CH:28]=[CH:27][C:26]([C:2]2[CH:3]=[CH:4][N:5]3[C:10]([C:11]=2[CH3:12])=[C:9]([CH:13]2[CH2:15][CH2:14]2)[CH:8]=[C:7]([C:16]([O:18][CH2:19][CH3:20])=[O:17])[C:6]3=[O:21])=[CH:25][CH:24]=1. The catalyst class is: 516. (3) Reactant: [F:1][C:2]1[CH:7]=[CH:6][C:5]([C:8]2[C:12]([CH2:13][NH:14][C:15]3[CH:16]=[C:17]([C:21]([OH:23])=O)[N:18]([CH3:20])[N:19]=3)=[C:11]([CH3:24])[O:10][N:9]=2)=[CH:4][CH:3]=1.O.ON1C2C=CC=CC=2N=N1.C(N(C(C)C)C(C)C)C.[OH:45][C:46]([CH3:50])([CH3:49])[CH2:47][NH2:48].[Cl-].[Na+]. Product: [OH:45][C:46]([CH3:50])([CH3:49])[CH2:47][NH:48][C:21]([C:17]1[N:18]([CH3:20])[N:19]=[C:15]([NH:14][CH2:13][C:12]2[C:8]([C:5]3[CH:6]=[CH:7][C:2]([F:1])=[CH:3][CH:4]=3)=[N:9][O:10][C:11]=2[CH3:24])[CH:16]=1)=[O:23]. The catalyst class is: 3. (4) Reactant: Cl[C:2]1[N:7]=[CH:6][C:5]([CH2:8][N:9]2[CH:14]=[C:13]([C:15]3[O:19][N:18]=[C:17]([C:20]4[CH:25]=[CH:24][C:23]([C:26]([CH3:32])([CH3:31])[C:27]([F:30])([F:29])[F:28])=[CH:22][CH:21]=4)[N:16]=3)[CH:12]=[CH:11][C:10]2=[O:33])=[CH:4][CH:3]=1.[NH2:34][CH2:35][CH2:36][CH2:37][OH:38]. Product: [OH:38][CH2:37][CH2:36][CH2:35][NH:34][C:2]1[N:7]=[CH:6][C:5]([CH2:8][N:9]2[CH:14]=[C:13]([C:15]3[O:19][N:18]=[C:17]([C:20]4[CH:25]=[CH:24][C:23]([C:26]([CH3:32])([CH3:31])[C:27]([F:30])([F:29])[F:28])=[CH:22][CH:21]=4)[N:16]=3)[CH:12]=[CH:11][C:10]2=[O:33])=[CH:4][CH:3]=1. The catalyst class is: 270.